The task is: Predict which catalyst facilitates the given reaction.. This data is from Catalyst prediction with 721,799 reactions and 888 catalyst types from USPTO. (1) Reactant: [S:1]1[C:5]2[CH:6]=[C:7]([C:10]([OH:12])=O)[CH:8]=[CH:9][C:4]=2[N:3]=[CH:2]1.CN(C)C=O.C(Cl)(=O)C(Cl)=O.[N:24]1[CH:29]=[CH:28][C:27]([NH2:30])=[CH:26][CH:25]=1.C(N(CC)CC)C. Product: [N:24]1[CH:29]=[CH:28][C:27]([NH:30][C:10]([C:7]2[CH:8]=[CH:9][C:4]3[N:3]=[CH:2][S:1][C:5]=3[CH:6]=2)=[O:12])=[CH:26][CH:25]=1. The catalyst class is: 4. (2) Reactant: Br[C:2]1[C:11]2[C:6](=[CH:7][C:8]([N+:12]([O-])=O)=[CH:9][CH:10]=2)[CH:5]=[C:4]([NH:15][C:16](=[O:18])[CH3:17])[N:3]=1.CO.Cl. Product: [NH2:12][C:8]1[CH:7]=[C:6]2[C:11](=[CH:10][CH:9]=1)[CH:2]=[N:3][C:4]([NH:15][C:16](=[O:18])[CH3:17])=[CH:5]2. The catalyst class is: 29. (3) Reactant: [OH:1][CH:2]1[CH2:7][CH2:6][NH:5][CH2:4][CH2:3]1.[Cl:8][C:9]1[CH:10]=[C:11]([C:15]2[O:19][N:18]=[CH:17][C:16]=2[CH2:20][CH2:21][C:22](O)=[O:23])[CH:12]=[CH:13][CH:14]=1.N=C=N. Product: [Cl:8][C:9]1[CH:10]=[C:11]([C:15]2[O:19][N:18]=[CH:17][C:16]=2[CH2:20][CH2:21][C:22]([N:5]2[CH2:6][CH2:7][CH:2]([OH:1])[CH2:3][CH2:4]2)=[O:23])[CH:12]=[CH:13][CH:14]=1. The catalyst class is: 4. (4) Reactant: [Cl:1][C:2]1[CH:7]=[CH:6][C:5]([C:8]2[N:13]=[C:12]([S:14][CH3:15])[N:11]3[C:16](=[O:19])[NH:17][N:18]=[C:10]3[C:9]=2[C:20]2[CH:25]=[CH:24][CH:23]=[CH:22][CH:21]=2)=[CH:4][CH:3]=1.[F:26][C:27]([F:37])([F:36])[C:28]1[CH:35]=[CH:34][C:31]([CH2:32]Br)=[CH:30][CH:29]=1.C([O-])([O-])=O.[K+].[K+]. Product: [Cl:1][C:2]1[CH:3]=[CH:4][C:5]([C:8]2[N:13]=[C:12]([S:14][CH3:15])[N:11]3[C:16](=[O:19])[N:17]([CH2:32][C:31]4[CH:30]=[CH:29][C:28]([C:27]([F:26])([F:36])[F:37])=[CH:35][CH:34]=4)[N:18]=[C:10]3[C:9]=2[C:20]2[CH:21]=[CH:22][CH:23]=[CH:24][CH:25]=2)=[CH:6][CH:7]=1. The catalyst class is: 3. (5) Reactant: O=O.[CH2:3]([N:10]1[CH2:14][C:13]([C:15]2[CH:20]=[CH:19][C:18]([Cl:21])=[CH:17][CH:16]=2)=[C:12]([C:22]([OH:24])=[O:23])[CH2:11]1)[C:4]1[CH:9]=[CH:8][CH:7]=[CH:6][CH:5]=1.COC1C(C2C(OC)=CC=CC=2P(C2OC=CC=2)C2OC=CC=2)=C(P(C2OC=CC=2)C2OC=CC=2)C=CC=1.[H][H]. Product: [CH2:3]([N:10]1[CH2:14][C@@H:13]([C:15]2[CH:16]=[CH:17][C:18]([Cl:21])=[CH:19][CH:20]=2)[C@@H:12]([C:22]([OH:24])=[O:23])[CH2:11]1)[C:4]1[CH:5]=[CH:6][CH:7]=[CH:8][CH:9]=1. The catalyst class is: 5. (6) Reactant: Cl[C:2]1[N:3]=[C:4]([N:12]2[CH2:17][CH2:16][O:15][CH:14]([CH2:18][OH:19])[CH2:13]2)[C:5]2[C:10]([CH3:11])=[CH:9][S:8][C:6]=2[N:7]=1.[NH2:20][C:21]1[N:26]=[CH:25][C:24](B2OC(C)(C)C(C)(C)O2)=[CH:23][N:22]=1.CC#N.CC([O-])=O.[K+]. Product: [NH2:20][C:21]1[N:26]=[CH:25][C:24]([C:2]2[N:3]=[C:4]([N:12]3[CH2:17][CH2:16][O:15][CH:14]([CH2:18][OH:19])[CH2:13]3)[C:5]3[C:10]([CH3:11])=[CH:9][S:8][C:6]=3[N:7]=2)=[CH:23][N:22]=1. The catalyst class is: 257.